Predict which catalyst facilitates the given reaction. From a dataset of Catalyst prediction with 721,799 reactions and 888 catalyst types from USPTO. (1) Reactant: CC([N:5]([C@H:9]([C@@H:17]([OH:20])[CH2:18][Cl:19])[CH2:10][C:11]1[CH:16]=[CH:15][CH:14]=[CH:13][CH:12]=1)C(=O)[O-])(C)C.O.Cl. Product: [ClH:19].[NH2:5][C@H:9]([C@@H:17]([OH:20])[CH2:18][Cl:19])[CH2:10][C:11]1[CH:16]=[CH:15][CH:14]=[CH:13][CH:12]=1. The catalyst class is: 4. (2) Reactant: [CH3:1][C:2]([NH:24][CH3:25])([CH3:23])[C:3]([NH:5][CH2:6][C:7]1[CH:8]=[C:9]([C:13]2[CH:18]=[CH:17][C:16]([C:19]([F:22])([F:21])[F:20])=[CH:15][CH:14]=2)[CH:10]=[CH:11][CH:12]=1)=[O:4].C(N(CC)CC)C.[F:33][C:34]1[CH:39]=[CH:38][C:37]([S:40](Cl)(=[O:42])=[O:41])=[CH:36][CH:35]=1. Product: [F:33][C:34]1[CH:39]=[CH:38][C:37]([S:40]([N:24]([CH3:25])[C:2]([CH3:1])([CH3:23])[C:3]([NH:5][CH2:6][C:7]2[CH:8]=[C:9]([C:13]3[CH:18]=[CH:17][C:16]([C:19]([F:20])([F:21])[F:22])=[CH:15][CH:14]=3)[CH:10]=[CH:11][CH:12]=2)=[O:4])(=[O:42])=[O:41])=[CH:36][CH:35]=1. The catalyst class is: 2. (3) Reactant: CN([C:4]([O:8]N1N=NC2C=CC=NC1=2)=[N+:5](C)C)C.F[P-](F)(F)(F)(F)F.[C:25]([OH:31])([C:27]([F:30])([F:29])[F:28])=[O:26].[NH:32]1[CH2:36][CH2:35][CH2:34][C@H:33]1[C:37]1[NH:38][C:39]([C:42]2[S:43][C:44]([C:47]3[S:51][C:50]([C:52]4[NH:56][C:55]([C@@H:57]5[CH2:61][CH2:60][CH2:59][NH:58]5)=[N:54][CH:53]=4)=[N:49][CH:48]=3)=[CH:45][N:46]=2)=[CH:40][N:41]=1.[CH3:62][O:63][C:64]([NH:66][C@H:67]([CH:71]([CH3:73])[CH3:72])[C:68]([OH:70])=O)=[O:65].CCN([CH:80]([CH3:82])[CH3:81])C(C)C.[CH3:83][OH:84]. Product: [F:28][C:27]([F:30])([F:29])[C:25]([O-:31])=[O:26].[CH3:62][O:63][C:64]([NH:66][C@H:67]([CH:71]([CH3:73])[CH3:72])[C:68]([N:32]1[CH2:36][CH2:35][CH2:34][C@H:33]1[C:37]1[NH:41][CH:40]=[C:39]([C:42]2[S:43][C:44]([C:47]3[S:51][C:50]([C:52]4[N:56]=[C:55]([C@@H:57]5[CH2:61][CH2:60][CH2:59][N:58]5[C:25]([C@H:27]([NH:5][C:4](=[O:8])[O:84][CH3:83])[CH:80]([CH3:81])[CH3:82])=[O:31])[NH:54][CH:53]=4)=[N:49][CH:48]=3)=[CH:45][N:46]=2)[N:38]=1)=[O:70])=[O:65]. The catalyst class is: 35. (4) Reactant: N1C=CC=CC=1.[Cl:7][C:8]1[CH:22]=[CH:21][C:11]([O:12][CH2:13][C:14]2[CH:19]=[N:18][NH:17][C:16](=[O:20])[CH:15]=2)=[CH:10][CH:9]=1.[OH:23][C:24]([CH3:39])([CH3:38])[CH2:25][O:26][C:27]1[CH:32]=[CH:31][C:30](B(O)O)=[CH:29][C:28]=1[O:36][CH3:37].Cl. Product: [Cl:7][C:8]1[CH:9]=[CH:10][C:11]([O:12][CH2:13][C:14]2[CH:19]=[N:18][N:17]([C:30]3[CH:31]=[CH:32][C:27]([O:26][CH2:25][C:24]([OH:23])([CH3:39])[CH3:38])=[C:28]([O:36][CH3:37])[CH:29]=3)[C:16](=[O:20])[CH:15]=2)=[CH:21][CH:22]=1. The catalyst class is: 302. (5) Reactant: [OH:1][C:2]1[CH:9]=[CH:8][C:7]([CH3:10])=[CH:6][C:3]=1[CH:4]=O.C([O-])([O-])=O.[K+].[K+].Br[CH2:18][C:19]([O:21][CH2:22][CH3:23])=[O:20]. Product: [CH3:10][C:7]1[CH:8]=[CH:9][C:2]2[O:1][C:18]([C:19]([O:21][CH2:22][CH3:23])=[O:20])=[CH:4][C:3]=2[CH:6]=1. The catalyst class is: 3. (6) The catalyst class is: 1. Product: [Cl:1][C:2]1[CH:3]=[C:4]([CH:17]=[CH:18][CH:19]=1)[O:5][C:6]1[CH:7]=[C:8]2[C:12](=[CH:13][CH:14]=1)[N:11]([CH3:15])[N:10]=[C:9]2[Sn:29]([CH2:31][CH2:32][CH2:33][CH3:34])([CH2:35][CH2:36][CH2:37][CH3:38])[CH2:25][CH2:26][CH2:27][CH3:28]. Reactant: [Cl:1][C:2]1[CH:3]=[C:4]([CH:17]=[CH:18][CH:19]=1)[O:5][C:6]1[CH:7]=[C:8]2[C:12](=[CH:13][CH:14]=1)[N:11]([CH3:15])[N:10]=[C:9]2I.C([Mg]Cl)(C)C.[CH2:25]([Sn:29]([CH2:35][CH2:36][CH2:37][CH3:38])([CH2:31][CH2:32][CH2:33][CH3:34])Cl)[CH2:26][CH2:27][CH3:28].